From a dataset of Forward reaction prediction with 1.9M reactions from USPTO patents (1976-2016). Predict the product of the given reaction. (1) Given the reactants [CH3:1][S:2]([C:5]1[CH:10]=[CH:9][C:8]([CH2:11][CH2:12][CH2:13][CH2:14][CH:15]2[CH2:20][CH2:19][NH:18][CH2:17][CH2:16]2)=[CH:7][CH:6]=1)(=[O:4])=[O:3].Cl[C:22]1[N:27]=[C:26]([C:28]([F:31])([F:30])[F:29])[CH:25]=[CH:24][N:23]=1.C1CCN2C(=NCCC2)CC1, predict the reaction product. The product is: [CH3:1][S:2]([C:5]1[CH:6]=[CH:7][C:8]([CH2:11][CH2:12][CH2:13][CH2:14][CH:15]2[CH2:20][CH2:19][N:18]([C:22]3[N:27]=[C:26]([C:28]([F:31])([F:30])[F:29])[CH:25]=[CH:24][N:23]=3)[CH2:17][CH2:16]2)=[CH:9][CH:10]=1)(=[O:4])=[O:3]. (2) Given the reactants [NH2:1][C:2]1[CH:3]=[C:4]([CH:14]=[CH:15][C:16]=1[O:17][CH3:18])[C:5]([NH:7][C:8]1[CH:13]=[CH:12][CH:11]=[CH:10][CH:9]=1)=[O:6].[F:19][C:20]1[C:25]([F:26])=[CH:24][C:23]([F:27])=[C:22]([F:28])[C:21]=1[N:29]=[C:30]=[S:31], predict the reaction product. The product is: [CH3:18][O:17][C:16]1[CH:15]=[CH:14][C:4]([C:5]([NH:7][C:8]2[CH:13]=[CH:12][CH:11]=[CH:10][CH:9]=2)=[O:6])=[CH:3][C:2]=1[NH:1][C:30]([NH:29][C:21]1[C:22]([F:28])=[C:23]([F:27])[CH:24]=[C:25]([F:26])[C:20]=1[F:19])=[S:31]. (3) The product is: [F:1][C:2]1[CH:3]=[C:4]([CH:27]=[CH:28][CH:29]=1)[CH2:5][N:6]1[C:11](=[O:12])[C:10]2[C:13]([O:20][CH2:21][C:22]([F:25])([F:23])[F:24])=[C:14]([C:17]([NH:31][CH:32]3[CH2:33][CH2:34][N:35]([C:38](=[O:41])[CH2:39][OH:40])[CH2:36][CH2:37]3)=[O:18])[N:15]([CH3:16])[C:9]=2[N:8]=[C:7]1[CH3:26]. Given the reactants [F:1][C:2]1[CH:3]=[C:4]([CH:27]=[CH:28][CH:29]=1)[CH2:5][N:6]1[C:11](=[O:12])[C:10]2[C:13]([O:20][CH2:21][C:22]([F:25])([F:24])[F:23])=[C:14]([C:17](O)=[O:18])[N:15]([CH3:16])[C:9]=2[N:8]=[C:7]1[CH3:26].Cl.[NH2:31][CH:32]1[CH2:37][CH2:36][N:35]([C:38](=[O:41])[CH2:39][OH:40])[CH2:34][CH2:33]1.C1C=CC2N(O)N=NC=2C=1.C(N(CC)CC)C, predict the reaction product. (4) Given the reactants [CH2:1]([N:8]1[CH2:12][CH:11]([C:13]2[CH:18]=[CH:17][CH:16]=[CH:15][C:14]=2[CH3:19])[CH:10]([N+:20]([O-])=O)[CH2:9]1)[C:2]1[CH:7]=[CH:6][CH:5]=[CH:4][CH:3]=1.O.O.Cl[Sn]Cl.C([O-])(O)=O.[Na+], predict the reaction product. The product is: [CH2:1]([N:8]1[CH2:12][CH:11]([C:13]2[CH:18]=[CH:17][CH:16]=[CH:15][C:14]=2[CH3:19])[CH:10]([NH2:20])[CH2:9]1)[C:2]1[CH:3]=[CH:4][CH:5]=[CH:6][CH:7]=1. (5) Given the reactants Br[C:2]1[CH:10]=[CH:9][C:8]([O:11][CH3:12])=[CH:7][C:3]=1[C:4]([OH:6])=[O:5].BrC1C=CC=CC=1C(O)=O.[SH:23][C:24]1[CH:32]=[CH:31][CH:30]=[CH:29][C:25]=1[C:26]([OH:28])=[O:27], predict the reaction product. The product is: [C:26]([C:25]1[CH:29]=[CH:30][CH:31]=[CH:32][C:24]=1[S:23][C:2]1[CH:10]=[CH:9][C:8]([O:11][CH3:12])=[CH:7][C:3]=1[C:4]([OH:6])=[O:5])([OH:28])=[O:27]. (6) Given the reactants [NH2:1][CH2:2][CH2:3][C:4]1[CH:46]=[CH:45][CH:44]=[CH:43][C:5]=1[O:6][CH2:7][CH2:8][O:9][CH:10]1[CH:15]([C:16]2[CH:21]=[CH:20][C:19]([O:22][CH2:23][CH2:24][CH2:25][O:26][CH2:27][C:28]3[CH:33]=[CH:32][CH:31]=[CH:30][C:29]=3[O:34][CH3:35])=[CH:18][CH:17]=2)[CH2:14][CH2:13][N:12]([C:36]([O:38][C:39]([CH3:42])([CH3:41])[CH3:40])=[O:37])[CH2:11]1.[C:47](O[C:47](=[O:50])[CH2:48][CH3:49])(=[O:50])[CH2:48][CH3:49], predict the reaction product. The product is: [CH3:35][O:34][C:29]1[CH:30]=[CH:31][CH:32]=[CH:33][C:28]=1[CH2:27][O:26][CH2:25][CH2:24][CH2:23][O:22][C:19]1[CH:18]=[CH:17][C:16]([CH:15]2[CH2:14][CH2:13][N:12]([C:36]([O:38][C:39]([CH3:41])([CH3:42])[CH3:40])=[O:37])[CH2:11][CH:10]2[O:9][CH2:8][CH2:7][O:6][C:5]2[CH:43]=[CH:44][CH:45]=[CH:46][C:4]=2[CH2:3][CH2:2][NH:1][C:47](=[O:50])[CH2:48][CH3:49])=[CH:21][CH:20]=1.